Predict which catalyst facilitates the given reaction. From a dataset of Catalyst prediction with 721,799 reactions and 888 catalyst types from USPTO. (1) Reactant: Cl[CH2:2][C:3]1[N:4]=[C:5]([C:8]2[CH:9]=[C:10]([C:14]3[CH2:20][C:19](=[O:21])[NH:18][C:17]4[CH:22]=[C:23]([N:26]5[CH:30]=[CH:29][CH:28]=[CH:27]5)[CH:24]=[CH:25][C:16]=4[N:15]=3)[CH:11]=[CH:12][CH:13]=2)[O:6][CH:7]=1.[I-].[K+].[CH3:33][NH2:34].O. Product: [CH3:33][NH:34][CH2:2][C:3]1[N:4]=[C:5]([C:8]2[CH:9]=[C:10]([C:14]3[CH2:20][C:19](=[O:21])[NH:18][C:17]4[CH:22]=[C:23]([N:26]5[CH:30]=[CH:29][CH:28]=[CH:27]5)[CH:24]=[CH:25][C:16]=4[N:15]=3)[CH:11]=[CH:12][CH:13]=2)[O:6][CH:7]=1. The catalyst class is: 8. (2) Reactant: Cl.[NH2:2][C:3]1[N:4]([C:12]2[CH:17]=[CH:16][C:15]([CH3:18])=[CH:14][CH:13]=2)[N:5]=[C:6]([C:8]([CH3:11])([CH3:10])[CH3:9])[CH:7]=1.[C:19]([O-:22])(O)=O.[Na+].C(Cl)(Cl)=O.[N-:28]=[C:29]=[O:30].[O:31]1[CH2:35][CH2:34][CH2:33][CH:32]1[CH2:36][NH:37][C:38]1[N:43]=[CH:42][CH:41]=[CH:40][N:39]=1.[CH3:44][CH2:45]OCC.[C:49]1([CH3:55])[CH:54]=[CH:53][CH:52]=[CH:51][CH:50]=1. Product: [C:8]([C:6]1[CH:7]=[C:3]([NH:2][C:29]([NH:28][C:55]2[C:49]3[C:54](=[CH:53][CH:52]=[CH:51][CH:50]=3)[C:19]([O:22][C:42]3[CH:41]=[CH:40][N:39]=[C:38]([NH:37][CH2:36][CH:32]4[CH2:33][CH2:34][CH2:35][O:31]4)[N:43]=3)=[CH:45][CH:44]=2)=[O:30])[N:4]([C:12]2[CH:13]=[CH:14][C:15]([CH3:18])=[CH:16][CH:17]=2)[N:5]=1)([CH3:11])([CH3:10])[CH3:9]. The catalyst class is: 168. (3) Reactant: [CH3:1][O:2][C:3](=[O:33])[CH2:4][C@@H:5]([NH:17][C:18]([C:20]1[NH:21][C:22]2[C:27]([CH:28]=1)=[CH:26][C:25]([Cl:29])=[CH:24][C:23]=2[N+:30]([O-:32])=[O:31])=O)[CH2:6][S:7]CC1C=CC(OC)=CC=1.P(Cl)(Cl)(Cl)(Cl)Cl. Product: [CH3:1][O:2][C:3](=[O:33])[CH2:4][C@@H:5]1[CH2:6][S:7][C:18]([C:20]2[NH:21][C:22]3[C:27]([CH:28]=2)=[CH:26][C:25]([Cl:29])=[CH:24][C:23]=3[N+:30]([O-:32])=[O:31])=[N:17]1. The catalyst class is: 4. (4) Reactant: [F:1][C:2]([F:45])([F:44])[C:3]1[CH:4]=[C:5]([CH:37]=[C:38]([C:40]([F:43])([F:42])[F:41])[CH:39]=1)[CH2:6][N:7]([CH2:12][C:13]1[CH:18]=[C:17]([C:19]([F:22])([F:21])[F:20])[CH:16]=[CH:15][C:14]=1[C:23]1[CH:28]=[C:27]([CH:29]([OH:34])[C:30]([F:33])([F:32])[F:31])[CH:26]=[CH:25][C:24]=1[O:35][CH3:36])[C:8](=[O:11])[O:9][CH3:10].CC(OI1(OC(C)=O)(OC(C)=O)OC(=O)C2C=CC=CC1=2)=O. Product: [F:1][C:2]([F:44])([F:45])[C:3]1[CH:4]=[C:5]([CH:37]=[C:38]([C:40]([F:41])([F:42])[F:43])[CH:39]=1)[CH2:6][N:7]([CH2:12][C:13]1[CH:18]=[C:17]([C:19]([F:22])([F:21])[F:20])[CH:16]=[CH:15][C:14]=1[C:23]1[CH:28]=[C:27]([C:29](=[O:34])[C:30]([F:31])([F:32])[F:33])[CH:26]=[CH:25][C:24]=1[O:35][CH3:36])[C:8](=[O:11])[O:9][CH3:10]. The catalyst class is: 343. (5) Reactant: Cl.[CH:2]1([NH:7][C:8]2[N:13]=[C:12]([C:14]3[C:15]([C:26]4[CH:31]=[CH:30][C:29]([F:32])=[CH:28][CH:27]=4)=[N:16][N:17]4[CH:22]=[C:21](C(O)=O)[CH:20]=[CH:19][C:18]=34)[CH:11]=[CH:10][N:9]=2)[CH2:6][CH2:5][CH2:4][CH2:3]1.C([N:35]([CH2:38]C)CC)C.C1(P(N=[N+]=[N-])(C2C=CC=CC=2)=[O:47])C=CC=CC=1.[C:57]([OH:61])([CH3:60])([CH3:59])[CH3:58]. Product: [CH:2]1([NH:7][C:8]2[N:13]=[C:12]([C:14]3[C:15]([C:26]4[CH:27]=[CH:28][C:29]([F:32])=[CH:30][CH:31]=4)=[N:16][N:17]4[CH:22]=[C:21]([NH:35][C:38](=[O:47])[O:61][C:57]([CH3:60])([CH3:59])[CH3:58])[CH:20]=[CH:19][C:18]=34)[CH:11]=[CH:10][N:9]=2)[CH2:6][CH2:5][CH2:4][CH2:3]1. The catalyst class is: 13. (6) Reactant: [C:1]([O:5][C:6]([N:8]1[CH2:13][CH2:12][C:11](=[C:14](Br)[C:15]2[CH:20]=[CH:19][CH:18]=[CH:17][CH:16]=2)[CH2:10][CH2:9]1)=[O:7])([CH3:4])([CH3:3])[CH3:2].[Li]CCCC.[I:27]I. Product: [C:1]([O:5][C:6]([N:8]1[CH2:13][CH2:12][C:11](=[C:14]([C:15]2[CH:20]=[CH:19][CH:18]=[CH:17][CH:16]=2)[I:27])[CH2:10][CH2:9]1)=[O:7])([CH3:4])([CH3:3])[CH3:2]. The catalyst class is: 1. (7) Reactant: [CH3:1][C:2]1[N:7]=[C:6]([CH:8]=[O:9])[CH:5]=[CH:4][CH:3]=1.[CH3:10][Mg]Br.CCOCC. Product: [OH:9][CH:8]([C:6]1[CH:5]=[CH:4][CH:3]=[C:2]([CH3:1])[N:7]=1)[CH3:10]. The catalyst class is: 1. (8) Reactant: [CH2:1]([C:3]1[CH2:7][CH:6]=[C:5]([C:8]([CH3:11])([CH3:10])[CH3:9])[CH:4]=1)[CH3:2].[CH3:12]O.N1CC[CH2:16][CH2:15]1.Cl. The catalyst class is: 21. Product: [C:8]([C:5]1[CH:6]=[C:7]([CH2:15][CH3:16])[C:3](=[C:1]([CH3:12])[CH3:2])[CH:4]=1)([CH3:10])([CH3:9])[CH3:11].